Dataset: Full USPTO retrosynthesis dataset with 1.9M reactions from patents (1976-2016). Task: Predict the reactants needed to synthesize the given product. (1) Given the product [NH:14]1[C:10]([C:7]2[S:6][C:5]([CH2:4][NH2:1])=[N:9][N:8]=2)=[CH:11][CH:12]=[N:13]1, predict the reactants needed to synthesize it. The reactants are: [N:1]([CH2:4][C:5]1[S:6][C:7]([C:10]2[NH:14][N:13]=[CH:12][CH:11]=2)=[N:8][N:9]=1)=[N+]=[N-].[Sn](Cl)Cl. (2) Given the product [Cl:25][C:24]1[C:19]([N:6]2[CH:7]=[C:8]([CH2:9][CH2:10][CH2:11][O:12][CH2:13][O:14][CH3:15])[C:4]([CH:1]([CH3:3])[CH3:2])=[N:5]2)=[N:20][CH:21]=[C:22]([Cl:26])[CH:23]=1, predict the reactants needed to synthesize it. The reactants are: [CH:1]([C:4]1[C:8]([CH2:9][CH2:10][CH2:11][O:12][CH2:13][O:14][CH3:15])=[CH:7][NH:6][N:5]=1)([CH3:3])[CH3:2].[H-].[Na+].Cl[C:19]1[C:24]([Cl:25])=[CH:23][C:22]([Cl:26])=[CH:21][N:20]=1.O. (3) Given the product [Cl:9][C:10]1[C:14]([C:6]2[CH:5]=[CH:4][CH:3]=[CH:2][N:1]=2)=[N:13][S:12][N:11]=1, predict the reactants needed to synthesize it. The reactants are: [N:1]1[CH:6]=[CH:5][CH:4]=[C:3](C=O)[CH:2]=1.[Cl:9][C:10]1[C:14](C2C=NC=CC=2)=[N:13][S:12][N:11]=1.[H-].[Na+]. (4) Given the product [CH2:1]([O:3][C:4](=[O:11])[C@@H:5]1[CH2:9][CH2:8][C:7](=[O:10])[N:6]1[C:17]([O:16][C:12]([CH3:15])([CH3:14])[CH3:13])=[O:18])[CH3:2], predict the reactants needed to synthesize it. The reactants are: [CH2:1]([O:3][C:4](=[O:11])[C@@H:5]1[CH2:9][CH2:8][C:7](=[O:10])[NH:6]1)[CH3:2].[C:12]([O:16][C:17](O[C:17]([O:16][C:12]([CH3:15])([CH3:14])[CH3:13])=[O:18])=[O:18])([CH3:15])([CH3:14])[CH3:13].